This data is from Reaction yield outcomes from USPTO patents with 853,638 reactions. The task is: Predict the reaction yield, written as a fraction of the theoretical maximum amount of product (1.0 means a 100% yield; for example, 0.34 means a 34% yield). (1) The reactants are [Cl-].O[NH3+:3].[C:4](=[O:7])([O-])[OH:5].[Na+].CS(C)=O.[CH3:13][C:14]1[N:45]=[C:17]2[N:18]([CH:41]([CH3:44])[CH2:42][CH3:43])[C:19](=[O:40])[C:20]([CH2:25][C:26]3[CH:31]=[CH:30][C:29]([C:32]4[C:33]([C:38]#[N:39])=[CH:34][CH:35]=[CH:36][CH:37]=4)=[CH:28][CH:27]=3)=[C:21]([CH2:22][CH2:23][CH3:24])[N:16]2[N:15]=1. The catalyst is C(OCC)(=O)C. The product is [CH3:13][C:14]1[N:45]=[C:17]2[N:18]([CH:41]([CH3:44])[CH2:42][CH3:43])[C:19](=[O:40])[C:20]([CH2:25][C:26]3[CH:31]=[CH:30][C:29]([C:32]4[CH:37]=[CH:36][CH:35]=[CH:34][C:33]=4[C:38]4[NH:3][C:4](=[O:7])[O:5][N:39]=4)=[CH:28][CH:27]=3)=[C:21]([CH2:22][CH2:23][CH3:24])[N:16]2[N:15]=1. The yield is 0.160. (2) The yield is 0.500. The catalyst is CCOC(C)=O.Cl[Pd](Cl)([P](C1C=CC=CC=1)(C1C=CC=CC=1)C1C=CC=CC=1)[P](C1C=CC=CC=1)(C1C=CC=CC=1)C1C=CC=CC=1. The product is [CH:20]([N:23]1[C:27]([C:2]2[N:3]=[C:4]3[C:10]4[CH:11]=[CH:12][C:13]([C:15]([OH:17])=[O:16])=[CH:14][C:9]=4[O:8][CH2:7][CH2:6][N:5]3[CH:19]=2)=[CH:26][CH:25]=[N:24]1)([CH3:22])[CH3:21]. The reactants are I[C:2]1[N:3]=[C:4]2[C:10]3[CH:11]=[CH:12][C:13]([C:15]([O:17]C)=[O:16])=[CH:14][C:9]=3[O:8][CH2:7][CH2:6][N:5]2[CH:19]=1.[CH:20]([N:23]1[C:27](B2OC(C)(C)C(C)(C)O2)=[CH:26][CH:25]=[N:24]1)([CH3:22])[CH3:21].C(=O)([O-])[O-].[K+].[K+].C(#N)C. (3) The reactants are [Li+].[OH-].C[O:4][C:5](=[O:45])[CH:6]([N:18]1[CH2:23][CH2:22][N:21]([C:24](=[O:42])[CH:25]([NH:34][C:35]([O:37][C:38]([CH3:41])([CH3:40])[CH3:39])=[O:36])[CH2:26][C:27]2[CH:32]=[CH:31][C:30]([F:33])=[CH:29][CH:28]=2)[CH:20]([CH2:43][CH3:44])[CH2:19]1)[CH2:7][C:8]1[CH:17]=[CH:16][C:15]2[C:10](=[CH:11][CH:12]=[CH:13][CH:14]=2)[CH:9]=1.Cl. The catalyst is C1COCC1.O. The product is [C:38]([O:37][C:35]([NH:34][CH:25]([CH2:26][C:27]1[CH:32]=[CH:31][C:30]([F:33])=[CH:29][CH:28]=1)[C:24]([N:21]1[CH2:22][CH2:23][N:18]([CH:6]([CH2:7][C:8]2[CH:17]=[CH:16][C:15]3[C:10](=[CH:11][CH:12]=[CH:13][CH:14]=3)[CH:9]=2)[C:5]([OH:45])=[O:4])[CH2:19][CH:20]1[CH2:43][CH3:44])=[O:42])=[O:36])([CH3:39])([CH3:40])[CH3:41]. The yield is 0.980. (4) The reactants are [Br:1][C:2]1[CH:6]=[N:5][N:4]([CH3:7])[C:3]=1[C:8]1[CH:9]=[C:10]([NH2:16])[CH:11]=[CH:12][C:13]=1[O:14][CH3:15].[Cl:17][C:18]1[CH:19]=[C:20]([N:24]=[C:25]=[O:26])[CH:21]=[CH:22][CH:23]=1. The catalyst is C(Cl)Cl. The product is [Br:1][C:2]1[CH:6]=[N:5][N:4]([CH3:7])[C:3]=1[C:8]1[CH:9]=[C:10]([NH:16][C:25]([NH:24][C:20]2[CH:21]=[CH:22][CH:23]=[C:18]([Cl:17])[CH:19]=2)=[O:26])[CH:11]=[CH:12][C:13]=1[O:14][CH3:15]. The yield is 0.920. (5) The reactants are [CH3:1][C:2]1[CH:3]=[N:4][C:5]2[C:10]([CH:11]=1)=[CH:9][C:8]([CH2:12][C:13]1[CH:14]=[C:15]([CH:19]=[CH:20][N:21]=1)[C:16]([OH:18])=O)=[CH:7][CH:6]=2.[NH2:22][CH2:23][C:24]1[CH:25]=[C:26]2[C:31](=[CH:32][CH:33]=1)[C:30]([NH2:34])=[N:29][CH:28]=[CH:27]2.CCN=C=NCCCN(C)C.C1C=CC2N(O)N=NC=2C=1. The catalyst is CN(C=O)C.O. The product is [NH2:34][C:30]1[C:31]2[C:26](=[CH:25][C:24]([CH2:23][NH:22][C:16](=[O:18])[C:15]3[CH:19]=[CH:20][N:21]=[C:13]([CH2:12][C:8]4[CH:9]=[C:10]5[C:5](=[CH:6][CH:7]=4)[N:4]=[CH:3][C:2]([CH3:1])=[CH:11]5)[CH:14]=3)=[CH:33][CH:32]=2)[CH:27]=[CH:28][N:29]=1. The yield is 0.190. (6) The reactants are [Cl:1][C:2]1[CH:3]=[CH:4][C:5]2[N:9]=[C:8]([CH2:10][CH3:11])[N:7]([C:12]3[C:13]([CH3:34])=[C:14]([CH:31]=[CH:32][CH:33]=3)[CH2:15][NH:16][C:17]3[CH:30]=[CH:29][C:20]4[C@H:21]([CH2:24][C:25]([O:27]C)=[O:26])[CH2:22][O:23][C:19]=4[CH:18]=3)[C:6]=2[CH:35]=1.[OH-].[Na+]. The catalyst is O1CCCC1.CO. The product is [Cl:1][C:2]1[CH:3]=[CH:4][C:5]2[N:9]=[C:8]([CH2:10][CH3:11])[N:7]([C:12]3[C:13]([CH3:34])=[C:14]([CH:31]=[CH:32][CH:33]=3)[CH2:15][NH:16][C:17]3[CH:30]=[CH:29][C:20]4[C@H:21]([CH2:24][C:25]([OH:27])=[O:26])[CH2:22][O:23][C:19]=4[CH:18]=3)[C:6]=2[CH:35]=1. The yield is 0.770. (7) The reactants are [CH3:1][C:2]1[CH:7]=[CH:6][C:5]([C:8]2[N:13]3[N:14]=[CH:15][N:16]=[C:12]3[C:11]([CH:17]=C)=[CH:10][C:9]=2[C:19]2[CH:26]=[CH:25][C:22]([C:23]#[N:24])=[CH:21][CH:20]=2)=[CH:4][CH:3]=1.I([O-])(=O)(=O)=[O:28].[Na+]. The catalyst is O1CCOCC1.O.[Os](=O)(=O)(=O)=O. The product is [CH:17]([C:11]1[C:12]2[N:13]([N:14]=[CH:15][N:16]=2)[C:8]([C:5]2[CH:4]=[CH:3][C:2]([CH3:1])=[CH:7][CH:6]=2)=[C:9]([C:19]2[CH:20]=[CH:21][C:22]([C:23]#[N:24])=[CH:25][CH:26]=2)[CH:10]=1)=[O:28]. The yield is 0.700. (8) The reactants are [Br:1][C:2]1[CH:10]=[C:9]2[C:5]([C:6]([CH:11]=[O:12])=[CH:7][NH:8]2)=[CH:4][CH:3]=1.[C-]#N.[Na+].ClCCl.[CH3:19][OH:20]. The catalyst is [O-2].[Mn+4].[O-2]. The product is [Br:1][C:2]1[CH:10]=[C:9]2[C:5]([C:6]([C:11]([O:20][CH3:19])=[O:12])=[CH:7][NH:8]2)=[CH:4][CH:3]=1. The yield is 0.510. (9) The reactants are C(=O)([O-])[O-].[K+].[K+].[CH2:7]([NH:9][CH2:10][CH3:11])[CH3:8].[Br:12][C:13]1[CH:20]=[CH:19][C:16]([CH2:17]Br)=[CH:15][CH:14]=1.Cl. The catalyst is O.C1COCC1. The product is [Br:12][C:13]1[CH:20]=[CH:19][C:16]([CH2:17][N:9]([CH2:10][CH3:11])[CH2:7][CH3:8])=[CH:15][CH:14]=1. The yield is 0.740.